Task: Predict the reaction yield, written as a fraction of the theoretical maximum amount of product (1.0 means a 100% yield; for example, 0.34 means a 34% yield).. Dataset: Reaction yield outcomes from USPTO patents with 853,638 reactions (1) The reactants are [NH2:1][CH2:2][CH2:3][CH:4]([N:6]1[CH2:11][CH2:10][CH:9]([N:12]([CH2:18][C:19]2[CH:23]=[CH:22][S:21][CH:20]=2)[C:13]([NH:15]OC)=[O:14])[CH2:8][CH2:7]1)[CH3:5].[CH3:24]CN=C=NCCCN(C)C.C1C=CC2N(O)N=NC=2C=1.[C:45]([C:47]1[CH:55]=[C:54]([CH3:56])[C:50]([C:51](O)=[O:52])=[C:49]([CH3:57])[N:48]=1)#[N:46].CCN(C(C)C)C(C)C. The catalyst is CN(C=O)C. The product is [C:45]([C:47]1[CH:55]=[C:54]([CH3:56])[C:50]([C:51]([NH:1][CH2:2][CH2:3][CH:4]([N:6]2[CH2:7][CH2:8][CH:9]([N:12]([CH2:18][C:19]3[CH:23]=[CH:22][S:21][CH:20]=3)[C:13]([NH:15][CH3:24])=[O:14])[CH2:10][CH2:11]2)[CH3:5])=[O:52])=[C:49]([CH3:57])[N:48]=1)#[N:46]. The yield is 0.770. (2) The catalyst is O1CCOCC1.C([O-])([O-])=O.[Cs+].[Cs+].Cl[Pd](Cl)([P](C1C=CC=CC=1)(C1C=CC=CC=1)C1C=CC=CC=1)[P](C1C=CC=CC=1)(C1C=CC=CC=1)C1C=CC=CC=1. The yield is 0.320. The reactants are [NH2:1][C:2]1[N:3]([CH3:24])[C:4](=[O:23])[C:5]2([C:15]3[C:10](=[CH:11][CH:12]=[C:13](Br)[CH:14]=3)[O:9][CH:8]([C:17]3[CH:22]=[CH:21][CH:20]=[CH:19][CH:18]=3)[CH2:7]2)[N:6]=1.[C:25]([C:27]1[CH:28]=[C:29](B(O)O)[CH:30]=[CH:31][C:32]=1[F:33])#[N:26]. The product is [NH2:1][C:2]1[N:3]([CH3:24])[C:4](=[O:23])[C:5]2([C:15]3[C:10](=[CH:11][CH:12]=[C:13]([C:29]4[CH:30]=[CH:31][C:32]([F:33])=[C:27]([CH:28]=4)[C:25]#[N:26])[CH:14]=3)[O:9][CH:8]([C:17]3[CH:22]=[CH:21][CH:20]=[CH:19][CH:18]=3)[CH2:7]2)[N:6]=1. (3) The reactants are [NH2:1][O:2][CH2:3][CH2:4][NH:5][S:6]([CH3:9])(=[O:8])=[O:7].[F:10][C:11]1[CH:16]=[C:15]([I:17])[CH:14]=[CH:13][C:12]=1[NH:18][C:19]1[C:23]2[CH:24]=[N:25][CH:26]=[CH:27][C:22]=2[O:21][C:20]=1[C:28](O)=[O:29].C(Cl)CCl.C1C=CC2N(O)N=NC=2C=1.CCN(C(C)C)C(C)C. The catalyst is C1COCC1.CN(C=O)C. The product is [CH3:9][S:6]([NH:5][CH2:4][CH2:3][O:2][NH:1][C:28]([C:20]1[O:21][C:22]2[CH:27]=[CH:26][N:25]=[CH:24][C:23]=2[C:19]=1[NH:18][C:12]1[CH:13]=[CH:14][C:15]([I:17])=[CH:16][C:11]=1[F:10])=[O:29])(=[O:8])=[O:7]. The yield is 0.490. (4) The product is [N:1]1[C:10]2[C:5](=[CH:6][CH:7]=[CH:8][CH:9]=2)[CH:4]=[CH:3][C:2]=1[N:11]1[CH2:12][CH:13]([C:15]2[C:16]([N:21]3[CH2:25][CH2:24][CH:23]([NH2:26])[CH2:22]3)=[N:17][CH:18]=[CH:19][N:20]=2)[CH2:14]1. The reactants are [N:1]1[C:10]2[C:5](=[CH:6][CH:7]=[CH:8][CH:9]=2)[CH:4]=[CH:3][C:2]=1[N:11]1[CH2:14][CH:13]([C:15]2[C:16]([N:21]3[CH2:25][CH2:24][CH:23]([NH:26]C(=O)OC(C)(C)C)[CH2:22]3)=[N:17][CH:18]=[CH:19][N:20]=2)[CH2:12]1.Cl.C(OCC)C. No catalyst specified. The yield is 0.682. (5) The reactants are C([N:8]1[CH2:31][CH2:30][C:11]2[N:12]=[CH:13][N:14]=[C:15]([NH:16][C:17]3[CH:22]=[CH:21][C:20]([S:23]([C:26]([F:29])([F:28])[F:27])(=[O:25])=[O:24])=[CH:19][CH:18]=3)[C:10]=2[CH2:9]1)C1C=CC=CC=1.ClC(OC(Cl)=O)C.C(N(CC)C(C)C)(C)C. The catalyst is C(Cl)(Cl)Cl. The product is [F:29][C:26]([F:27])([F:28])[S:23]([C:20]1[CH:21]=[CH:22][C:17]([NH:16][C:15]2[C:10]3[CH2:9][NH:8][CH2:31][CH2:30][C:11]=3[N:12]=[CH:13][N:14]=2)=[CH:18][CH:19]=1)(=[O:24])=[O:25]. The yield is 0.830. (6) The reactants are [F:1][C:2]1[CH:7]=[CH:6][C:5]([N:8]2[C:16]3[C:11](=[CH:12][C:13]([CH:17]([C:22]4[CH:27]=[CH:26][CH:25]=[CH:24][CH:23]=4)[CH2:18][C:19](O)=[O:20])=[CH:14][CH:15]=3)[CH:10]=[N:9]2)=[CH:4][CH:3]=1.[NH2:28][C:29]1[S:30][CH:31]=[N:32][N:33]=1. No catalyst specified. The product is [F:1][C:2]1[CH:3]=[CH:4][C:5]([N:8]2[C:16]3[C:11](=[CH:12][C:13]([CH:17]([C:22]4[CH:23]=[CH:24][CH:25]=[CH:26][CH:27]=4)[CH2:18][C:19]([NH:28][C:29]4[S:30][CH:31]=[N:32][N:33]=4)=[O:20])=[CH:14][CH:15]=3)[CH:10]=[N:9]2)=[CH:6][CH:7]=1. The yield is 0.500. (7) The reactants are [CH2:1]([C:3]1[N:4]=[C:5]([C:8]2[CH:9]=[CH:10][C:11]([O:14][CH2:15][CH2:16][CH2:17][OH:18])=[N:12][CH:13]=2)[S:6][CH:7]=1)[CH3:2].[CH3:19][O:20][C:21](=[O:34])[C@H:22]([N:24]1[C:32]2[C:27](=[CH:28][C:29](O)=[CH:30][CH:31]=2)[CH:26]=[CH:25]1)[CH3:23].C1(P(C2C=CC=CC=2)C2C=CC=CC=2)C=CC=CC=1.N(C(N1CCCCC1)=O)=NC(N1CCCCC1)=O. The catalyst is ClCCl. The product is [CH3:19][O:20][C:21](=[O:34])[C@H:22]([N:24]1[C:32]2[C:27](=[CH:28][C:29]([O:18][CH2:17][CH2:16][CH2:15][O:14][C:11]3[CH:10]=[CH:9][C:8]([C:5]4[S:6][CH:7]=[C:3]([CH2:1][CH3:2])[N:4]=4)=[CH:13][N:12]=3)=[CH:30][CH:31]=2)[CH:26]=[CH:25]1)[CH3:23]. The yield is 0.690. (8) The reactants are [CH:1]1([N:4]2[C:13]3[C:8](=[CH:9][CH:10]=[CH:11][CH:12]=3)[N:7](O)[C:6](=[O:15])[C:5]2=[O:16])[CH2:3][CH2:2]1.C1(P(C2C=CC=CC=2)C2C=CC=CC=2)C=CC=CC=1.ClCCl. The catalyst is CN(C=O)C. The product is [CH:1]1([N:4]2[C:13]3[C:8](=[CH:9][CH:10]=[CH:11][CH:12]=3)[NH:7][C:6](=[O:15])[C:5]2=[O:16])[CH2:3][CH2:2]1. The yield is 0.830. (9) The reactants are P(Cl)(Cl)Cl.O[CH2:6][CH:7]=[C:8]([CH2:10][CH2:11][CH:12]=[C:13]([CH2:15][CH2:16][CH:17]=[C:18]([CH3:20])[CH3:19])[CH3:14])[CH3:9].P(Cl)(Cl)[Cl:22].CN(C=O)C.C([O-])(O)=O.[Na+]. The catalyst is O.CC(OC)(C)C.CN(C=O)C. The product is [Cl:22][CH2:6][CH:7]=[C:8]([CH3:9])[CH2:10][CH2:11][CH:12]=[C:13]([CH3:14])[CH2:15][CH2:16][CH:17]=[C:18]([CH3:20])[CH3:19]. The yield is 0.920.